This data is from Full USPTO retrosynthesis dataset with 1.9M reactions from patents (1976-2016). The task is: Predict the reactants needed to synthesize the given product. (1) Given the product [OH:16][C@@:9]1([C:10]2[CH:15]=[CH:14][CH:13]=[CH:12][CH:11]=2)[CH2:8][CH2:7][N:6]([C:17]([O:19][C:20]([CH3:23])([CH3:22])[CH3:21])=[O:18])[CH2:5][C@H:4]1[O:3][CH3:24], predict the reactants needed to synthesize it. The reactants are: [OH-].[Na+].[OH:3][C@H:4]1[C@:9]([OH:16])([C:10]2[CH:15]=[CH:14][CH:13]=[CH:12][CH:11]=2)[CH2:8][CH2:7][N:6]([C:17]([O:19][C:20]([CH3:23])([CH3:22])[CH3:21])=[O:18])[CH2:5]1.[CH3:24]I. (2) Given the product [Cl:1][C:2]1[C:3]([CH2:16][CH2:17][CH2:18][S:19][CH3:20])=[C:4]([C:12]([O:14][CH3:15])=[O:13])[C:5]2[O:9][C:8]([CH3:10])=[CH:7][C:6]=2[CH:11]=1, predict the reactants needed to synthesize it. The reactants are: [Cl:1][C:2]1[C:3](/[CH:16]=[CH:17]/[CH2:18][S:19][CH3:20])=[C:4]([C:12]([O:14][CH3:15])=[O:13])[C:5]2[O:9][C:8]([CH3:10])=[CH:7][C:6]=2[CH:11]=1.[H][H]. (3) Given the product [CH3:1][O:2][C:3]([C:5]1[S:6][C:7]([C:23]#[C:24][C:25]([CH3:28])([CH3:27])[CH3:26])=[CH:8][C:9]=1[N:10]1[C@H:11]([CH:17]2[CH2:22][CH2:21][CH2:20][CH2:19][CH2:18]2)[CH2:12][CH2:13][C@H:14]([OH:47])[C:15]1=[O:16])=[O:4], predict the reactants needed to synthesize it. The reactants are: [CH3:1][O:2][C:3]([C:5]1[S:6][C:7]([C:23]#[C:24][C:25]([CH3:28])([CH3:27])[CH3:26])=[CH:8][C:9]=1[N:10]1[C:15](=[O:16])[CH2:14][CH2:13][CH2:12][C@H:11]1[CH:17]1[CH2:22][CH2:21][CH2:20][CH2:19][CH2:18]1)=[O:4].C[Si]([N-][Si](C)(C)C)(C)C.[Na+].CC1(C)[C@@]23C4(ON4S(=O)(=[O:47])C2)C[C@H]1CC3. (4) Given the product [CH2:1]([O:8][NH:9][C@H:10]1[CH2:15][N:14]([C:16](=[O:21])[C:17]([F:19])([F:20])[F:18])[C@H:13]([C:22]([OH:24])=[O:23])[CH2:12][CH2:11]1)[C:2]1[CH:3]=[CH:4][CH:5]=[CH:6][CH:7]=1, predict the reactants needed to synthesize it. The reactants are: [CH2:1]([O:8][NH:9][C@H:10]1[CH2:15][N:14]([C:16](=[O:21])[C:17]([F:20])([F:19])[F:18])[C@H:13]([C:22]([O:24]C(C)(C)C)=[O:23])[CH2:12][CH2:11]1)[C:2]1[CH:7]=[CH:6][CH:5]=[CH:4][CH:3]=1.FC(F)(F)C(O)=O. (5) Given the product [F:30][C:2]([F:1])([F:29])[C:3]1[CH:7]=[C:6]([C:8]([F:11])([F:10])[F:9])[N:5]([CH2:12][C:13]2[CH:14]=[C:15]([C:25]([OH:27])=[O:26])[N:16]([C:18]3[C:23]([Cl:24])=[CH:22][CH:21]=[CH:20][N:19]=3)[N:17]=2)[N:4]=1, predict the reactants needed to synthesize it. The reactants are: [F:1][C:2]([F:30])([F:29])[C:3]1[CH:7]=[C:6]([C:8]([F:11])([F:10])[F:9])[N:5]([CH2:12][C:13]2[CH:14]=[C:15]([C:25]([O:27]C)=[O:26])[N:16]([C:18]3[C:23]([Cl:24])=[CH:22][CH:21]=[CH:20][N:19]=3)[N:17]=2)[N:4]=1.[OH-].[Na+]. (6) Given the product [NH2:4][C@H:5]1[CH2:23][C:22]2[CH:24]=[C:18]([CH:19]=[CH:20][C:21]=2[OH:25])[C:17]2=[CH:26][C:13](=[C:14]([OH:27])[CH:15]=[CH:16]2)[CH2:12][C@@H:11]([C:28]([NH:30][CH2:31][CH2:32][NH2:33])=[O:29])[NH:10][C:9](=[O:34])[C@H:8]([CH2:35][CH2:36][CH2:37][NH2:38])[NH:7][C:6]1=[O:39], predict the reactants needed to synthesize it. The reactants are: Cl.Cl.Cl.[NH2:4][C@H:5]1[CH2:23][C:22]2[CH:24]=[C:18]([CH:19]=[CH:20][C:21]=2[OH:25])[C:17]2=[CH:26][C:13](=[C:14]([OH:27])[CH:15]=[CH:16]2)[CH2:12][C@@H:11]([C:28]([NH:30][CH2:31][CH2:32][NH2:33])=[O:29])[NH:10][C:9](=[O:34])[C@H:8]([CH2:35][CH2:36][CH2:37][NH2:38])[NH:7][C:6]1=[O:39].C(NCC)C. (7) Given the product [N:8]1[CH:9]=[CH:10][CH:11]=[C:6]([CH:4]([OH:5])[CH2:3][NH:18][CH2:15][CH2:16][CH3:17])[CH:7]=1, predict the reactants needed to synthesize it. The reactants are: Br.Br[CH2:3][C:4]([C:6]1[CH:7]=[N:8][CH:9]=[CH:10][CH:11]=1)=[O:5].[Na].[BH4-].[Na+].[CH2:15]([NH2:18])[CH2:16][CH3:17].